This data is from Reaction yield outcomes from USPTO patents with 853,638 reactions. The task is: Predict the reaction yield, written as a fraction of the theoretical maximum amount of product (1.0 means a 100% yield; for example, 0.34 means a 34% yield). (1) The reactants are Br[CH2:2][CH2:3][N:4]1[C:8]([CH2:9]Br)=[CH:7][C:6]([N+:11]([O-:13])=[O:12])=[N:5]1.[CH3:14][NH2:15]. The catalyst is O1CCCC1. The product is [CH3:14][N:15]1[CH2:2][CH2:3][N:4]2[N:5]=[C:6]([N+:11]([O-:13])=[O:12])[CH:7]=[C:8]2[CH2:9]1. The yield is 0.240. (2) The reactants are [CH3:1][C:2]([N:6]1[CH2:10][CH2:9][CH2:8][CH2:7]1)([CH3:5])[C:3]#[N:4].[C:11]1([Li])[CH:16]=[CH:15][CH:14]=[CH:13][CH:12]=1.C(=O)([O-])O.[Na+].[BH4-].[Na+]. The catalyst is C1COCC1.C(OCCCC)CCC. The product is [CH3:1][C:2]([N:6]1[CH2:10][CH2:9][CH2:8][CH2:7]1)([CH3:5])[CH:3]([NH2:4])[C:11]1[CH:16]=[CH:15][CH:14]=[CH:13][CH:12]=1. The yield is 0.880. (3) The reactants are Br[CH2:2][CH:3]1[O:7][CH2:6][CH2:5][O:4]1.[Cl:8][C:9]1[CH:28]=[CH:27][C:12]([NH:13][C:14]2[C:23]3[C:18](=[CH:19][C:20]([OH:26])=[C:21]([O:24][CH3:25])[CH:22]=3)[N:17]=[CH:16][N:15]=2)=[C:11]([F:29])[CH:10]=1.C(=O)([O-])[O-].[K+].[K+]. The catalyst is CN(C=O)C. The product is [Cl:8][C:9]1[CH:28]=[CH:27][C:12]([NH:13][C:14]2[C:23]3[C:18](=[CH:19][C:20]([O:26][CH2:2][CH:3]4[O:7][CH2:6][CH2:5][O:4]4)=[C:21]([O:24][CH3:25])[CH:22]=3)[N:17]=[CH:16][N:15]=2)=[C:11]([F:29])[CH:10]=1. The yield is 0.380. (4) The reactants are [O:1]=[C:2]([NH:34][C:35]1[CH:36]=[CH:37][CH:38]=[C:39]2[C:44]=1[N:43]=[CH:42][CH:41]=[CH:40]2)[CH:3]([C:17]1[CH:22]=[CH:21][C:20]([NH:23]C(=O)OCC2C=CC=CC=2)=[CH:19][CH:18]=1)[C:4](=[O:16])[NH:5][C:6]1[CH:7]=[CH:8][CH:9]=[C:10]2[C:15]=1[N:14]=[CH:13][CH:12]=[CH:11]2.[CH3:45][C:46]1([CH3:53])[O:50][C@@H:49]([CH:51]=O)[CH2:48][O:47]1.C(O[BH-](OC(=O)C)OC(=O)C)(=O)C.[Na+]. The catalyst is ClCCCl. The product is [CH3:45][C:46]1([CH3:53])[O:50][CH:49]([CH2:51][NH:23][C:20]2[CH:21]=[CH:22][C:17]([CH:3]([C:4]([NH:5][C:6]3[CH:7]=[CH:8][CH:9]=[C:10]4[C:15]=3[N:14]=[CH:13][CH:12]=[CH:11]4)=[O:16])[C:2]([NH:34][C:35]3[CH:36]=[CH:37][CH:38]=[C:39]4[C:44]=3[N:43]=[CH:42][CH:41]=[CH:40]4)=[O:1])=[CH:18][CH:19]=2)[CH2:48][O:47]1. The yield is 0.880. (5) The product is [CH3:15][C:13]1[N:9]([C:6]2[CH:5]=[CH:4][C:3]([CH:1]=[CH2:2])=[CH:8][CH:7]=2)[N:10]=[CH:11][N:12]=1. The reactants are [CH:1]([C:3]1[CH:8]=[CH:7][C:6]([N:9]2[CH:13]=[N:12][CH:11]=[N:10]2)=[CH:5][CH:4]=1)=[CH2:2].[Li][CH2:15]CCC.CI. The catalyst is C1COCC1. The yield is 0.460. (6) The reactants are [C:1]1([C:7]2[N:8]=[C:9]([C:12]3[CH2:17][CH2:16][N:15](C(OC(C)(C)C)=O)[CH2:14][CH:13]=3)[S:10][CH:11]=2)[CH:6]=[CH:5][CH:4]=[CH:3][CH:2]=1.C(O)(C(F)(F)F)=O. The catalyst is C(Cl)Cl. The product is [C:1]1([C:7]2[N:8]=[C:9]([C:12]3[CH2:17][CH2:16][NH:15][CH2:14][CH:13]=3)[S:10][CH:11]=2)[CH:2]=[CH:3][CH:4]=[CH:5][CH:6]=1. The yield is 0.830. (7) The reactants are C(O[C:5]1([C:10]2[CH:15]=[CH:14][CH:13]=[CH:12][CH:11]=2)[CH:8]2[CH2:9][CH:6]1[CH2:7]2)(=O)C.N.[Na]. The catalyst is CCOCC. The product is [C:10]1([CH:5]2[CH:6]3[CH2:9][CH:8]2[CH2:7]3)[CH:15]=[CH:14][CH:13]=[CH:12][CH:11]=1. The yield is 0.930. (8) The reactants are [C:1]1([C@@H:11]([NH2:13])[CH3:12])[C:10]2[C:5](=[CH:6][CH:7]=[CH:8][CH:9]=2)[CH:4]=[CH:3][CH:2]=1.C([O-])([O-])=O.[K+].[K+].Br[CH:21]([CH2:26]Br)[C:22]([O:24][CH3:25])=[O:23]. The catalyst is C(#N)C. The product is [CH3:25][O:24][C:22]([CH:21]1[CH2:26][N:13]1[CH:11]([C:1]1[C:10]2[C:5](=[CH:6][CH:7]=[CH:8][CH:9]=2)[CH:4]=[CH:3][CH:2]=1)[CH3:12])=[O:23]. The yield is 0.780.